Dataset: Forward reaction prediction with 1.9M reactions from USPTO patents (1976-2016). Task: Predict the product of the given reaction. (1) Given the reactants [N:1]1([CH2:7][CH2:8][CH2:9][O:10][C:11]2[CH:21]=[CH:20][C:14]3[CH2:15][NH:16][CH2:17][CH2:18][CH2:19][C:13]=3[CH:12]=2)[CH2:6][CH2:5][CH2:4][CH2:3][CH2:2]1.[CH3:22][S:23](Cl)(=[O:25])=[O:24], predict the reaction product. The product is: [CH3:22][S:23]([N:16]1[CH2:17][CH2:18][CH2:19][C:13]2[CH:12]=[C:11]([O:10][CH2:9][CH2:8][CH2:7][N:1]3[CH2:2][CH2:3][CH2:4][CH2:5][CH2:6]3)[CH:21]=[CH:20][C:14]=2[CH2:15]1)(=[O:25])=[O:24]. (2) Given the reactants [OH-].[Li+].[CH3:3][C:4]1([C:14]([O:16]C)=[O:15])[CH2:9][CH2:8][CH:7]([C:10]([O:12]C)=[O:11])[CH2:6][CH2:5]1.Cl, predict the reaction product. The product is: [CH3:3][C:4]1([C:14]([OH:16])=[O:15])[CH2:5][CH2:6][CH:7]([C:10]([OH:12])=[O:11])[CH2:8][CH2:9]1. (3) The product is: [CH:1]1([C:6]2[CH:11]=[C:10]([C:12]3[O:16][N:15]=[C:14]([C:17]4[CH:27]=[C:26]([CH3:28])[C:20]([O:21][CH2:22][C:23]([NH:58][CH2:57][CH2:55][OH:56])=[O:25])=[C:19]([CH2:29][CH3:30])[CH:18]=4)[N:13]=3)[CH:9]=[C:8]([O:31][CH3:32])[N:7]=2)[CH2:5][CH2:4][CH2:3][CH2:2]1. Given the reactants [CH:1]1([C:6]2[CH:11]=[C:10]([C:12]3[O:16][N:15]=[C:14]([C:17]4[CH:27]=[C:26]([CH3:28])[C:20]([O:21][CH2:22][C:23]([OH:25])=O)=[C:19]([CH2:29][CH3:30])[CH:18]=4)[N:13]=3)[CH:9]=[C:8]([O:31][CH3:32])[N:7]=2)[CH2:5][CH2:4][CH2:3][CH2:2]1.C1C=CC2N(O)N=NC=2C=1.CCN=C=NCCCN(C)C.Cl.[CH2:55]([CH2:57][NH2:58])[OH:56], predict the reaction product. (4) Given the reactants C[Si]([N-][Si](C)(C)C)(C)C.[Li+].[F:11][C:12]1[CH:17]=[CH:16][C:15]([C@@H:18]2[O:22][C:21](=[O:23])[CH2:20][CH2:19]2)=[CH:14][C:13]=1[CH3:24].Br[CH2:26][CH:27]=[CH:28]C.CN(P(N(C)C)(N(C)C)=O)C, predict the reaction product. The product is: [CH2:28]([C@H:20]1[CH2:19][C@H:18]([C:15]2[CH:16]=[CH:17][C:12]([F:11])=[C:13]([CH3:24])[CH:14]=2)[O:22][C:21]1=[O:23])[CH:27]=[CH2:26]. (5) Given the reactants [CH2:1]([N:3]1[C:11]2[C:6](=[CH:7][C:8]([C:12](=O)[CH2:13][C:14]([O:16]CC)=O)=[CH:9][CH:10]=2)[CH:5]=[N:4]1)[CH3:2].[NH2:20][C:21]1[NH:25][N:24]=[C:23]([CH2:26][CH2:27][CH3:28])[C:22]=1[C:29]#[N:30].CO, predict the reaction product. The product is: [CH2:1]([N:3]1[C:11]2[C:6](=[CH:7][C:8]([C:12]3[NH:20][C:21]4[N:25]([N:24]=[C:23]([CH2:26][CH2:27][CH3:28])[C:22]=4[C:29]#[N:30])[C:14](=[O:16])[CH:13]=3)=[CH:9][CH:10]=2)[CH:5]=[N:4]1)[CH3:2]. (6) Given the reactants [Br:1][C:2]1[CH:3]=[C:4](/[CH:8]=[C:9](\[NH:14][C:15]([O:17][C:18]([CH3:21])([CH3:20])[CH3:19])=[O:16])/[C:10]([O:12][CH3:13])=[O:11])[CH:5]=[CH:6][CH:7]=1, predict the reaction product. The product is: [Br:1][C:2]1[CH:3]=[C:4]([CH:5]=[CH:6][CH:7]=1)[CH2:8][C@@H:9]([C:10]([O:12][CH3:13])=[O:11])[NH:14][C:15]([O:17][C:18]([CH3:21])([CH3:20])[CH3:19])=[O:16]. (7) Given the reactants I[C:2]1[S:10][C:9]2[CH2:8][CH2:7][O:6][CH:5](N(C)C(=O)OC(C)(C)C)[C:4]=2[CH:3]=1.[NH:20]1[CH2:25][CH2:24][CH2:23][CH2:22][CH2:21]1.[CH3:26][N:27](C)CCO, predict the reaction product. The product is: [N:20]1([C:2]2[S:10][C:9]3[CH2:8][CH2:7][O:6][CH:5]([CH2:26][NH2:27])[C:4]=3[CH:3]=2)[CH2:25][CH2:24][CH2:23][CH2:22][CH2:21]1.